This data is from Catalyst prediction with 721,799 reactions and 888 catalyst types from USPTO. The task is: Predict which catalyst facilitates the given reaction. (1) Reactant: [Cl:1][C:2]1[CH:22]=[CH:21][CH:20]=[CH:19][C:3]=1[CH2:4][O:5][C:6]1[CH:11]=[CH:10][C:9]([N+:12]([O-])=O)=[CH:8][C:7]=1[C:15](=[O:18])[CH2:16][CH3:17].S(S([O-])=O)([O-])=O.[Na+].[Na+]. Product: [NH2:12][C:9]1[CH:10]=[CH:11][C:6]([O:5][CH2:4][C:3]2[CH:19]=[CH:20][CH:21]=[CH:22][C:2]=2[Cl:1])=[C:7]([C:15](=[O:18])[CH2:16][CH3:17])[CH:8]=1. The catalyst class is: 24. (2) Reactant: [Cl:1][C:2]1[CH:19]=[CH:18][C:17]([C:20]2[CH:24]=[C:23]([CH3:25])[NH:22][N:21]=2)=[CH:16][C:3]=1[C:4]([NH:6][CH2:7][C:8]1([OH:15])[CH2:14][CH2:13][CH2:12][CH2:11][CH2:10][CH2:9]1)=[O:5].[CH3:26][O:27][C:28](=[O:31])[CH2:29]Br. Product: [CH3:26][O:27][C:28](=[O:31])[CH2:29][N:22]1[C:23]([CH3:25])=[CH:24][C:20]([C:17]2[CH:18]=[CH:19][C:2]([Cl:1])=[C:3]([C:4](=[O:5])[NH:6][CH2:7][C:8]3([OH:15])[CH2:14][CH2:13][CH2:12][CH2:11][CH2:10][CH2:9]3)[CH:16]=2)=[N:21]1. The catalyst class is: 9. (3) Reactant: [NH2:1][C:2]1[C:7]2=[C:8]([C:14]3[S:15][C:16]4[C:22]([O:23][CH3:24])=[CH:21][C:20]([CH3:25])=[CH:19][C:17]=4[CH:18]=3)[C:9]([C:11](O)=[O:12])=[CH:10][N:6]2[N:5]=[CH:4][N:3]=1.[CH3:26][N:27](C(ON1N=NC2C=CC=CC1=2)=[N+](C)C)[CH3:28].[B-](F)(F)(F)F.CCN(C(C)C)C(C)C.CNC.C1COCC1. Product: [NH2:1][C:2]1[C:7]2=[C:8]([C:14]3[S:15][C:16]4[C:22]([O:23][CH3:24])=[CH:21][C:20]([CH3:25])=[CH:19][C:17]=4[CH:18]=3)[C:9]([C:11]([N:27]([CH3:28])[CH3:26])=[O:12])=[CH:10][N:6]2[N:5]=[CH:4][N:3]=1. The catalyst class is: 3. (4) Reactant: [Si:1]([O:8][C@H:9]1[C@H:13]2[O:14][CH2:15][C@@H:16]([O:17][C:18]3[N:40]([CH2:41][O:42][CH2:43][CH2:44][Si:45]([CH3:48])([CH3:47])[CH3:46])[C:21]4=[N:22][C:23]([C:27]5[CH:32]=[CH:31][C:30]([C@H:33]6[CH2:38][CH2:37][C@H:36]([OH:39])[CH2:35][CH2:34]6)=[CH:29][CH:28]=5)=[C:24]([Cl:26])[CH:25]=[C:20]4[N:19]=3)[C@H:12]2[O:11][CH2:10]1)([C:4]([CH3:7])([CH3:6])[CH3:5])([CH3:3])[CH3:2].C(N(CC)CC)C.[N:56]([CH2:59][CH3:60])=[C:57]=[O:58]. Product: [CH2:59]([NH:56][C:57](=[O:58])[O:39][C@H:36]1[CH2:37][CH2:38][C@H:33]([C:30]2[CH:31]=[CH:32][C:27]([C:23]3[N:22]=[C:21]4[N:40]([CH2:41][O:42][CH2:43][CH2:44][Si:45]([CH3:48])([CH3:47])[CH3:46])[C:18]([O:17][C@@H:16]5[CH2:15][O:14][C@@H:13]6[C@H:9]([O:8][Si:1]([C:4]([CH3:6])([CH3:7])[CH3:5])([CH3:3])[CH3:2])[CH2:10][O:11][C@H:12]56)=[N:19][C:20]4=[CH:25][C:24]=3[Cl:26])=[CH:28][CH:29]=2)[CH2:34][CH2:35]1)[CH3:60]. The catalyst class is: 7. (5) Reactant: [NH2:1][C:2]1[N:11]=[C:10]([C:12]([N:14]2[CH2:22][C:21]3[C:16](=[CH:17][CH:18]=[CH:19][CH:20]=3)[CH2:15]2)=[O:13])[C:9]2[C:4](=[CH:5][CH:6]=[C:7]([C:23]3[CH:38]=[CH:37][CH:36]=[CH:35][C:24]=3[CH2:25][N:26]3[CH2:30][CH2:29][CH2:28][CH:27]3[C:31]([O:33]C)=[O:32])[CH:8]=2)[N:3]=1.[OH-].[Na+]. Product: [NH2:1][C:2]1[N:11]=[C:10]([C:12]([N:14]2[CH2:22][C:21]3[C:16](=[CH:17][CH:18]=[CH:19][CH:20]=3)[CH2:15]2)=[O:13])[C:9]2[C:4](=[CH:5][CH:6]=[C:7]([C:23]3[CH:38]=[CH:37][CH:36]=[CH:35][C:24]=3[CH2:25][N:26]3[CH2:30][CH2:29][CH2:28][CH:27]3[C:31]([OH:33])=[O:32])[CH:8]=2)[N:3]=1. The catalyst class is: 7. (6) Reactant: Cl[C:2]1[C:3]2[C:4](=[CH:13][N:14](CC3C=CC(OC)=CC=3)[N:15]=2)[N:5]=[C:6]([C:8]2[O:9][CH:10]=[CH:11][N:12]=2)[N:7]=1.[CH3:25][O:26][C:27]1[CH:28]=[C:29]([CH:31]=[CH:32][C:33]=1[O:34][CH3:35])[NH2:30].Cl. Product: [CH3:25][O:26][C:27]1[CH:28]=[C:29]([NH:30][C:2]2[C:3]3[NH:15][N:14]=[CH:13][C:4]=3[N:5]=[C:6]([C:8]3[O:9][CH:10]=[CH:11][N:12]=3)[N:7]=2)[CH:31]=[CH:32][C:33]=1[O:34][CH3:35]. The catalyst class is: 71.